This data is from NCI-60 drug combinations with 297,098 pairs across 59 cell lines. The task is: Regression. Given two drug SMILES strings and cell line genomic features, predict the synergy score measuring deviation from expected non-interaction effect. (1) Drug 1: C1CCC(C(C1)N)N.C(=O)(C(=O)[O-])[O-].[Pt+4]. Drug 2: CC12CCC3C(C1CCC2OP(=O)(O)O)CCC4=C3C=CC(=C4)OC(=O)N(CCCl)CCCl.[Na+]. Cell line: EKVX. Synergy scores: CSS=7.45, Synergy_ZIP=-4.15, Synergy_Bliss=-3.22, Synergy_Loewe=-0.513, Synergy_HSA=-1.04. (2) Drug 1: CC1C(C(CC(O1)OC2CC(CC3=C2C(=C4C(=C3O)C(=O)C5=C(C4=O)C(=CC=C5)OC)O)(C(=O)C)O)N)O.Cl. Drug 2: N.N.Cl[Pt+2]Cl. Cell line: SK-OV-3. Synergy scores: CSS=10.2, Synergy_ZIP=-3.89, Synergy_Bliss=1.37, Synergy_Loewe=-7.68, Synergy_HSA=2.10. (3) Drug 1: C1=NC2=C(N1)C(=S)N=CN2. Drug 2: CC1=C(C(=O)C2=C(C1=O)N3CC4C(C3(C2COC(=O)N)OC)N4)N. Cell line: MDA-MB-435. Synergy scores: CSS=60.0, Synergy_ZIP=-0.931, Synergy_Bliss=0.613, Synergy_Loewe=-4.69, Synergy_HSA=1.81. (4) Drug 1: CN1C(=O)N2C=NC(=C2N=N1)C(=O)N. Drug 2: CS(=O)(=O)OCCCCOS(=O)(=O)C. Synergy scores: CSS=1.69, Synergy_ZIP=-0.868, Synergy_Bliss=-3.14, Synergy_Loewe=-7.37, Synergy_HSA=-6.60. Cell line: NCIH23. (5) Drug 1: CC(C1=C(C=CC(=C1Cl)F)Cl)OC2=C(N=CC(=C2)C3=CN(N=C3)C4CCNCC4)N. Drug 2: CC12CCC3C(C1CCC2OP(=O)(O)O)CCC4=C3C=CC(=C4)OC(=O)N(CCCl)CCCl.[Na+]. Cell line: HS 578T. Synergy scores: CSS=-10.2, Synergy_ZIP=2.24, Synergy_Bliss=-1.27, Synergy_Loewe=-7.95, Synergy_HSA=-6.88.